Dataset: Forward reaction prediction with 1.9M reactions from USPTO patents (1976-2016). Task: Predict the product of the given reaction. (1) Given the reactants Cl[C:2]1[N:7]=[N:6][C:5]2[O:8][CH2:9][CH2:10][O:11][C:4]=2[CH:3]=1.C(=O)([O-])[O-].[K+].[K+].B1(C=C)OB([CH:24]=[CH2:25])OB(C=C)O1.C1C=CN=CC=1.C(=O)(O)[O-].[Na+], predict the reaction product. The product is: [CH:24]([C:2]1[N:7]=[N:6][C:5]2[O:8][CH2:9][CH2:10][O:11][C:4]=2[CH:3]=1)=[CH2:25]. (2) Given the reactants [C:1]1([C:7]2[CH:8]=[C:9]3[C:13](=[C:14]([C:16]([NH2:18])=[O:17])[CH:15]=2)[NH:12][CH:11]=[CH:10]3)[CH:6]=[CH:5][CH:4]=[CH:3][CH:2]=1.C[O-].[Na+].[CH3:22][C:23]([C:25]1[CH:30]=[CH:29][CH:28]=[C:27]([O:31][CH3:32])[CH:26]=1)=O.[OH-].[K+], predict the reaction product. The product is: [CH3:32][O:31][C:27]1[CH:26]=[C:25]([C:23]([C:10]2[C:9]3[C:13](=[C:14]([C:16]([NH2:18])=[O:17])[CH:15]=[C:7]([C:1]4[CH:6]=[CH:5][CH:4]=[CH:3][CH:2]=4)[CH:8]=3)[NH:12][CH:11]=2)=[CH2:22])[CH:30]=[CH:29][CH:28]=1. (3) Given the reactants [N:1]1[CH:6]=[CH:5][C:4]([C:7]2[O:11][C:10]([SH:12])=[N:9][N:8]=2)=[CH:3][CH:2]=1.Cl[CH2:14][CH2:15][N:16]1[CH2:21][CH2:20][N:19]([C:22]2[CH:27]=[CH:26][CH:25]=[C:24]([C:28]([F:31])([F:30])[F:29])[CH:23]=2)[CH2:18][CH2:17]1.C([O-])([O-])=O.[K+].[K+].O, predict the reaction product. The product is: [N:1]1[CH:2]=[CH:3][C:4]([C:7]2[O:11][C:10]([S:12][CH2:14][CH2:15][N:16]3[CH2:17][CH2:18][N:19]([C:22]4[CH:27]=[CH:26][CH:25]=[C:24]([C:28]([F:31])([F:29])[F:30])[CH:23]=4)[CH2:20][CH2:21]3)=[N:9][N:8]=2)=[CH:5][CH:6]=1. (4) Given the reactants [Br:1][C:2]1[CH:7]=[CH:6][CH:5]=[C:4]([CH2:8]Br)[C:3]=1[CH2:10][CH3:11].[P:12]([O:19]CC)([O:16][CH2:17][CH3:18])[O:13][CH2:14][CH3:15], predict the reaction product. The product is: [Br:1][C:2]1[C:3]([CH2:10][CH3:11])=[C:4]([CH2:8][P:12](=[O:19])([O:16][CH2:17][CH3:18])[O:13][CH2:14][CH3:15])[CH:5]=[CH:6][CH:7]=1. (5) Given the reactants [C:1]([C:3]12[CH2:14][C:7]3([C:15]#[N:16])[CH2:8][C:9]([C:12]#[N:13])([CH2:11][C:5]([C:17]#[N:18])([CH2:6]3)[CH2:4]1)[CH2:10]2)#[N:2].ClB.CSC, predict the reaction product. The product is: [NH2:2][CH2:1][C:3]12[CH2:14][C:7]3([CH2:15][NH2:16])[CH2:6][C:5]([CH2:17][NH2:18])([CH2:11][C:9]([CH2:12][NH2:13])([CH2:8]3)[CH2:10]1)[CH2:4]2. (6) Given the reactants [CH2:1]([O:8][C:9]1[CH:14]=[CH:13][C:12]([C:15]2[N:19]([CH:20]3[CH2:25][CH2:24][CH2:23][CH2:22][CH2:21]3)[C:18]3[CH:26]=[CH:27][C:28]([S:30]([NH2:33])(=[O:32])=[O:31])=[CH:29][C:17]=3[N:16]=2)=[CH:11][CH:10]=1)[C:2]1[CH:7]=[CH:6][CH:5]=[CH:4][CH:3]=1.C[Si]([N-][Si](C)(C)C)(C)C.[Li+].[C:44](Cl)(=[O:46])[CH3:45], predict the reaction product. The product is: [C:44]([NH:33][S:30]([C:28]1[CH:27]=[CH:26][C:18]2[N:19]([CH:20]3[CH2:21][CH2:22][CH2:23][CH2:24][CH2:25]3)[C:15]([C:12]3[CH:11]=[CH:10][C:9]([O:8][CH2:1][C:2]4[CH:7]=[CH:6][CH:5]=[CH:4][CH:3]=4)=[CH:14][CH:13]=3)=[N:16][C:17]=2[CH:29]=1)(=[O:32])=[O:31])(=[O:46])[CH3:45].